The task is: Predict the product of the given reaction.. This data is from Forward reaction prediction with 1.9M reactions from USPTO patents (1976-2016). Given the reactants C(O)(=O)C.[CH3:5][C:6]1[C:12]2=[C:13]3[C:17](=[CH:18][CH:19]=[C:11]2[O:10][CH2:9][CH2:8][N:7]=1)[N:16]([S:20]([C:23]1[CH:28]=[CH:27][CH:26]=[CH:25][CH:24]=1)(=[O:22])=[O:21])[CH:15]=[CH:14]3.C(O[BH-](OC(=O)C)OC(=O)C)(=O)C.[Na+], predict the reaction product. The product is: [CH3:5][CH:6]1[C:12]2=[C:13]3[C:17](=[CH:18][CH:19]=[C:11]2[O:10][CH2:9][CH2:8][NH:7]1)[N:16]([S:20]([C:23]1[CH:24]=[CH:25][CH:26]=[CH:27][CH:28]=1)(=[O:22])=[O:21])[CH:15]=[CH:14]3.